Dataset: Peptide-MHC class II binding affinity with 134,281 pairs from IEDB. Task: Regression. Given a peptide amino acid sequence and an MHC pseudo amino acid sequence, predict their binding affinity value. This is MHC class II binding data. (1) The peptide sequence is VQAPVGAITTIEDPV. The MHC is DRB1_0802 with pseudo-sequence DRB1_0802. The binding affinity (normalized) is 0.107. (2) The peptide sequence is AAASAGTTVYGAFAA. The MHC is HLA-DQA10102-DQB10602 with pseudo-sequence HLA-DQA10102-DQB10602. The binding affinity (normalized) is 0.749. (3) The peptide sequence is KCPSTGEAHLAEENE. The MHC is DRB4_0101 with pseudo-sequence DRB4_0103. The binding affinity (normalized) is 0.105.